From a dataset of Forward reaction prediction with 1.9M reactions from USPTO patents (1976-2016). Predict the product of the given reaction. (1) Given the reactants C[O:2][C:3]1[C:8]2[C:9]([C:12]3[CH:17]=[CH:16][C:15]([S:18]([NH2:21])(=[O:20])=[O:19])=[CH:14][CH:13]=3)=[N:10][NH:11][C:7]=2[CH:6]=[CH:5][N:4]=1.[I-].[Na+].Cl[Si](C)(C)C.C(=O)([O-])O.[Na+], predict the reaction product. The product is: [O:2]=[C:3]1[C:8]2[C:9]([C:12]3[CH:13]=[CH:14][C:15]([S:18]([NH2:21])(=[O:20])=[O:19])=[CH:16][CH:17]=3)=[N:10][NH:11][C:7]=2[CH:6]=[CH:5][NH:4]1. (2) Given the reactants [Br:1][C:2]1[S:6][C:5]([CH2:7][S:8][CH2:9][CH2:10][C:11]([O:13][CH3:14])=[O:12])=[N:4][CH:3]=1.CO.[OH2:17].[OH2:18].O.O.O.O.C(O[O-])(=O)C1C(=CC=CC=1)C([O-])=O.[Mg+2], predict the reaction product. The product is: [Br:1][C:2]1[S:6][C:5]([CH2:7][S:8]([CH2:9][CH2:10][C:11]([O:13][CH3:14])=[O:12])(=[O:18])=[O:17])=[N:4][CH:3]=1. (3) Given the reactants [ClH:1].[Br:2][C:3]1[CH:13]=[C:12]([O:14][CH2:15][CH:16]([OH:19])[CH2:17][OH:18])[C:11]([O:20][CH3:21])=[CH:10][C:4]=1[CH2:5][NH:6]C(=O)C, predict the reaction product. The product is: [ClH:1].[Br:2][C:3]1[CH:13]=[C:12]([O:14][CH2:15][CH:16]([OH:19])[CH2:17][OH:18])[C:11]([O:20][CH3:21])=[CH:10][C:4]=1[CH2:5][NH2:6]. (4) Given the reactants [CH2:1]([C:4]1[CH:5]=[N:6][C:7]([N:10]2[CH2:15][CH2:14][CH:13](CS([O-])(=O)=O)[CH2:12][CH2:11]2)=[N:8][CH:9]=1)[CH2:2][CH3:3].[Cl:21][C:22]1[C:23]([OH:29])=[CH:24][C:25](=[O:28])[NH:26][CH:27]=1.C(=O)([O-])[O-].[Cs+].[Cs+], predict the reaction product. The product is: [Cl:21][C:22]1[C:23]([O:29][CH:13]2[CH2:12][CH2:11][N:10]([C:7]3[N:8]=[CH:9][C:4]([CH2:1][CH2:2][CH3:3])=[CH:5][N:6]=3)[CH2:15][CH2:14]2)=[CH:24][C:25](=[O:28])[NH:26][CH:27]=1.